From a dataset of Merck oncology drug combination screen with 23,052 pairs across 39 cell lines. Regression. Given two drug SMILES strings and cell line genomic features, predict the synergy score measuring deviation from expected non-interaction effect. Cell line: SW620. Synergy scores: synergy=8.58. Drug 1: O=C(NOCC(O)CO)c1ccc(F)c(F)c1Nc1ccc(I)cc1F. Drug 2: COC1=C2CC(C)CC(OC)C(O)C(C)C=C(C)C(OC(N)=O)C(OC)C=CC=C(C)C(=O)NC(=CC1=O)C2=O.